Dataset: Reaction yield outcomes from USPTO patents with 853,638 reactions. Task: Predict the reaction yield, written as a fraction of the theoretical maximum amount of product (1.0 means a 100% yield; for example, 0.34 means a 34% yield). (1) The reactants are [F:1][C:2]1[C:7]([C:8]([OH:10])=[O:9])=[C:6]([CH3:11])[C:5]([N+:12]([O-:14])=[O:13])=[CH:4][CH:3]=1.OS(O)(=O)=O.[Br:20]N1C(C)(C)C(=O)N(Br)C1=O. The catalyst is O. The product is [Br:20][C:3]1[C:2]([F:1])=[C:7]([C:6]([CH3:11])=[C:5]([N+:12]([O-:14])=[O:13])[CH:4]=1)[C:8]([OH:10])=[O:9]. The yield is 0.880. (2) The reactants are [NH2:1][C:2]1[CH:10]=[C:9]2[C:5]([CH2:6][N:7]([CH3:12])[C:8]2=[O:11])=[CH:4][C:3]=1[O:13][CH3:14].Cl[C:16]1[N:21]=[C:20]([NH:22][CH3:23])[C:19]([C:24]([F:27])([F:26])[F:25])=[CH:18][N:17]=1.CC1C=CC(S(O)(=O)=O)=CC=1.C([O-])(O)=O.[Na+]. The catalyst is O1CCOCC1.C(Cl)Cl. The product is [CH3:14][O:13][C:3]1[CH:4]=[C:5]2[C:9](=[CH:10][C:2]=1[NH:1][C:16]1[N:21]=[C:20]([NH:22][CH3:23])[C:19]([C:24]([F:27])([F:25])[F:26])=[CH:18][N:17]=1)[C:8](=[O:11])[N:7]([CH3:12])[CH2:6]2. The yield is 0.130. (3) The reactants are Cl[C:2]1[N:7]=[C:6]([C:8]2[N:12]3[CH:13]=[CH:14][CH:15]=[CH:16][C:11]3=[N:10][C:9]=2[C:17]2[CH:18]=[CH:19][C:20]([O:34][CH3:35])=[C:21]([CH:33]=2)[C:22]([NH:24][C:25]2[C:30]([F:31])=[CH:29][CH:28]=[CH:27][C:26]=2[F:32])=[O:23])[CH:5]=[CH:4][N:3]=1.[CH3:36][C:37]1[C:38]([N:46]2[CH2:51][CH2:50][N:49]([S:52]([CH3:55])(=[O:54])=[O:53])[CH2:48][CH2:47]2)=[CH:39][C:40]([O:44][CH3:45])=[C:41]([CH:43]=1)[NH2:42].C1(C)C=CC(S(O)(=O)=O)=CC=1.C(O)C(F)(F)F.N. The catalyst is CO.C(Cl)Cl. The product is [F:32][C:26]1[CH:27]=[CH:28][CH:29]=[C:30]([F:31])[C:25]=1[NH:24][C:22](=[O:23])[C:21]1[CH:33]=[C:17]([C:9]2[N:10]=[C:11]3[CH:16]=[CH:15][CH:14]=[CH:13][N:12]3[C:8]=2[C:6]2[CH:5]=[CH:4][N:3]=[C:2]([NH:42][C:41]3[CH:43]=[C:37]([CH3:36])[C:38]([N:46]4[CH2:51][CH2:50][N:49]([S:52]([CH3:55])(=[O:54])=[O:53])[CH2:48][CH2:47]4)=[CH:39][C:40]=3[O:44][CH3:45])[N:7]=2)[CH:18]=[CH:19][C:20]=1[O:34][CH3:35]. The yield is 0.370. (4) The reactants are [NH2:1][C:2]1[CH:7]=[C:6]([F:8])[C:5]([CH3:9])=[CH:4][C:3]=1[NH:10][CH:11]1[CH2:16][CH2:15][N:14]([C@H:17]2[CH2:22][CH2:21][C@H:20]([O:23][CH3:24])[CH2:19][CH2:18]2)[CH2:13][CH2:12]1.C(N(C(C)C)CC)(C)C.[Cl:34][C:35](Cl)([O:37]C(=O)OC(Cl)(Cl)Cl)Cl.C([O-])(O)=O.[Na+]. The catalyst is ClCCl.O. The product is [ClH:34].[F:8][C:6]1[C:5]([CH3:9])=[CH:4][C:3]2[N:10]([CH:11]3[CH2:12][CH2:13][N:14]([C@H:17]4[CH2:22][CH2:21][C@H:20]([O:23][CH3:24])[CH2:19][CH2:18]4)[CH2:15][CH2:16]3)[C:35](=[O:37])[NH:1][C:2]=2[CH:7]=1. The yield is 0.620. (5) The reactants are [CH3:1][C:2]1[CH:3]=[CH:4][C:5]([NH:9][C:10]2[CH:15]=[C:14]([O:16][CH2:17][CH2:18][N:19]3C(=O)C4C(=CC=CC=4)C3=O)[N:13]=[N:12][C:11]=2[C:30]([NH2:32])=[O:31])=[N:6][C:7]=1[CH3:8].NN. The catalyst is CCO. The product is [NH2:19][CH2:18][CH2:17][O:16][C:14]1[N:13]=[N:12][C:11]([C:30]([NH2:32])=[O:31])=[C:10]([NH:9][C:5]2[CH:4]=[CH:3][C:2]([CH3:1])=[C:7]([CH3:8])[N:6]=2)[CH:15]=1. The yield is 0.100.